From a dataset of NCI-60 drug combinations with 297,098 pairs across 59 cell lines. Regression. Given two drug SMILES strings and cell line genomic features, predict the synergy score measuring deviation from expected non-interaction effect. Drug 1: C1CCN(CC1)CCOC2=CC=C(C=C2)C(=O)C3=C(SC4=C3C=CC(=C4)O)C5=CC=C(C=C5)O. Drug 2: CCN(CC)CCCC(C)NC1=C2C=C(C=CC2=NC3=C1C=CC(=C3)Cl)OC. Synergy scores: CSS=19.7, Synergy_ZIP=-7.52, Synergy_Bliss=0.315, Synergy_Loewe=-9.22, Synergy_HSA=0.218. Cell line: SK-OV-3.